From a dataset of Catalyst prediction with 721,799 reactions and 888 catalyst types from USPTO. Predict which catalyst facilitates the given reaction. Reactant: [C:1]([CH2:4][C:5]1[N:6]=[C:7]([S:10][C:11]([CH3:16])([CH3:15])[C:12]([OH:14])=[O:13])[S:8][CH:9]=1)(O)=O.[CH2:17]([C:22]1[CH:28]=[CH:27][C:25]([NH2:26])=[CH:24][CH:23]=1)[CH2:18][CH2:19][CH2:20][CH3:21]. Product: [CH3:15][C:11]([S:10][C:7]1[S:8][CH:9]=[C:5]([CH2:4][CH2:1][NH:26][C:25]2[CH:27]=[CH:28][C:22]([CH2:17][CH2:18][CH2:19][CH2:20][CH3:21])=[CH:23][CH:24]=2)[N:6]=1)([CH3:16])[C:12]([OH:14])=[O:13]. The catalyst class is: 7.